Dataset: Forward reaction prediction with 1.9M reactions from USPTO patents (1976-2016). Task: Predict the product of the given reaction. (1) Given the reactants Br[C:2]1[C:3]([NH2:24])=[N:4][CH:5]=[C:6]([C:8]2[CH:13]=[CH:12][C:11]([O:14][CH2:15][C@H:16]3[CH2:21][O:20][CH2:19][CH2:18][O:17]3)=[C:10]([O:22][CH3:23])[CH:9]=2)[CH:7]=1.CC1(C)C(C)(C)OB([C:33]2[CH:39]=[CH:38][C:36]([NH2:37])=[CH:35][CH:34]=2)O1.C(=O)([O-])[O-].[K+].[K+], predict the reaction product. The product is: [NH2:37][C:36]1[CH:38]=[CH:39][C:33]([C:2]2[C:3]([NH2:24])=[N:4][CH:5]=[C:6]([C:8]3[CH:13]=[CH:12][C:11]([O:14][CH2:15][C@H:16]4[CH2:21][O:20][CH2:19][CH2:18][O:17]4)=[C:10]([O:22][CH3:23])[CH:9]=3)[CH:7]=2)=[CH:34][CH:35]=1. (2) Given the reactants [CH:1]([O:3][CH2:4][CH2:5]Cl)=[CH2:2].[C:7]1(=[O:17])[NH:11][C:10](=[O:12])[C:9]2=[CH:13][CH:14]=[CH:15][CH:16]=[C:8]12.[K].CN(C)C=O, predict the reaction product. The product is: [CH:1]([O:3][CH2:4][CH2:5][C:16]1[CH:15]=[CH:14][CH:13]=[C:9]2[C:10]([NH:11][C:7](=[O:17])[C:8]=12)=[O:12])=[CH2:2]. (3) Given the reactants [CH3:1][O:2][C:3](=[O:25])[CH2:4][C:5]1[CH:6]=[C:7]([C:13]2[CH:18]=[C:17]([O:19][CH3:20])[CH:16]=[CH:15][C:14]=2[CH2:21][NH:22][CH2:23][CH3:24])[C:8]([O:11][CH3:12])=[CH:9][CH:10]=1.Cl[C:27]([O:29][CH2:30][C:31]1[CH:36]=[CH:35][C:34]([Cl:37])=[CH:33][CH:32]=1)=[O:28], predict the reaction product. The product is: [CH3:1][O:2][C:3](=[O:25])[CH2:4][C:5]1[CH:6]=[C:7]([C:13]2[CH:18]=[C:17]([O:19][CH3:20])[CH:16]=[CH:15][C:14]=2[CH2:21][N:22]([C:27]([O:29][CH2:30][C:31]2[CH:36]=[CH:35][C:34]([Cl:37])=[CH:33][CH:32]=2)=[O:28])[CH2:23][CH3:24])[C:8]([O:11][CH3:12])=[CH:9][CH:10]=1. (4) Given the reactants Cl[C:2]1[N:7]=[C:6]([NH:8][C:9]2[CH:18]=[CH:17][C:12]3[NH:13][C:14](=[O:16])[NH:15][C:11]=3[CH:10]=2)[C:5]([F:19])=[CH:4][N:3]=1.[CH3:20][N:21]1[CH2:26][CH2:25][N:24]([C:27]2[N:32]=[CH:31][C:30]([NH2:33])=[CH:29][CH:28]=2)[CH2:23][CH2:22]1.C(O)(C(F)(F)F)=O, predict the reaction product. The product is: [NH:13]1[C:12]2[CH:17]=[CH:18][C:9]([NH:8][C:6]3[C:5]([F:19])=[CH:4][N:3]=[C:2]([NH:33][C:30]4[CH:29]=[CH:28][C:27]([N:24]5[CH2:25][CH2:26][N:21]([CH3:20])[CH2:22][CH2:23]5)=[N:32][CH:31]=4)[N:7]=3)=[CH:10][C:11]=2[NH:15][C:14]1=[O:16]. (5) The product is: [BrH:15].[NH2:13][C:12]1[S:11][C:10]2[CH:2]=[CH:3][CH:4]=[C:5]([C:6]([OH:8])=[O:7])[C:9]=2[N:14]=1. Given the reactants N[C:2]1[CH:10]=[CH:9][C:5]([C:6]([OH:8])=[O:7])=[CH:4][CH:3]=1.[S-:11][C:12]#[N:13].[NH4+:14].[Br:15]Br, predict the reaction product. (6) Given the reactants [CH2:1]([O:3][C:4]([C:6]1[N:7]=[C:8]2[N:14]([C:15](=[O:18])[C:16]=1[OH:17])[CH2:13][CH:12]1[CH2:19][CH2:20][C:9]2([O:21][CH2:22][CH2:23][OH:24])[CH2:10][CH2:11]1)=[O:5])[CH3:2].C([O-])([O-])=O.[K+].[K+].Br[CH2:32][C:33]1[CH:38]=[CH:37][CH:36]=[CH:35][CH:34]=1, predict the reaction product. The product is: [CH2:1]([O:3][C:4]([C:6]1[N:7]=[C:8]2[N:14]([C:15](=[O:18])[C:16]=1[O:17][CH2:32][C:33]1[CH:38]=[CH:37][CH:36]=[CH:35][CH:34]=1)[CH2:13][CH:12]1[CH2:19][CH2:20][C:9]2([O:21][CH2:22][CH2:23][OH:24])[CH2:10][CH2:11]1)=[O:5])[CH3:2]. (7) Given the reactants [I:1][C:2]1[C:3]([C:7]2[CH:12]=[CH:11][CH:10]=[C:9]([N+:13]([O-:15])=[O:14])[CH:8]=2)=[N:4][NH:5][CH:6]=1.[C:16](=[O:19])([O-])[O-].[Cs+].[Cs+].[Cl-].O, predict the reaction product. The product is: [I:1][C:2]1[C:3]([C:7]2[CH:12]=[CH:11][CH:10]=[C:9]([N+:13]([O-:15])=[O:14])[CH:8]=2)=[N:4][N:5]([CH2:3][C:7]2[CH:12]=[CH:11][C:10]([O:19][CH3:16])=[CH:9][CH:8]=2)[CH:6]=1. (8) Given the reactants COC1C=CC(C2C(C)(C)CC3C(=CC=C(OC)C=3)C=2)=C(N)C=1.Cl.[N:25]1([CH2:32][CH2:33][O:34][C:35]2[CH:43]=[CH:42][C:38]([C:39](O)=O)=[CH:37][CH:36]=2)[CH2:31][CH2:30][CH2:29][CH2:28][CH2:27][CH2:26]1.N1(CCOC2C=C[C:57]([CH2:58][NH:59][C:60]3[CH:65]=[C:64]([O:66][CH3:67])[CH:63]=[CH:62][C:61]=3[C:68]3[C:77]([CH3:79])([CH3:78])[CH2:76][C:75]4[C:70](=[CH:71][CH:72]=[C:73]([O:80][CH3:81])[CH:74]=4)[CH:69]=3)=CC=2)CCCCCC1, predict the reaction product. The product is: [N:25]1([CH2:32][CH2:33][O:34][C:35]2[CH:43]=[CH:42][C:38]([CH2:39][N:59]([CH2:58][CH3:57])[C:60]3[CH:65]=[C:64]([O:66][CH3:67])[CH:63]=[CH:62][C:61]=3[C:68]3[C:77]([CH3:79])([CH3:78])[CH2:76][C:75]4[C:70](=[CH:71][CH:72]=[C:73]([O:80][CH3:81])[CH:74]=4)[CH:69]=3)=[CH:37][CH:36]=2)[CH2:31][CH2:30][CH2:29][CH2:28][CH2:27][CH2:26]1.